This data is from Full USPTO retrosynthesis dataset with 1.9M reactions from patents (1976-2016). The task is: Predict the reactants needed to synthesize the given product. (1) Given the product [NH2:8][C:9]1[S:10][C:11]2[CH:17]=[CH:16][CH:15]=[CH:14][C:12]=2[N:13]=1.[NH2:20][C@H:4]([C:3]([OH:2])=[O:21])[CH2:5][CH2:6][C:7]([OH:19])=[O:25], predict the reactants needed to synthesize it. The reactants are: C[O:2][C:3](=[O:21])[C@@H:4]([NH2:20])[CH2:5][CH2:6][C:7](=[O:19])[NH:8][C:9]1[S:10][C:11]2[CH:17]=[C:16](F)[CH:15]=[CH:14][C:12]=2[N:13]=1.FC(F)(F)C(O)=[O:25]. (2) The reactants are: [O:1]=[C:2]1[NH:7][C@H:6]([C:8]([O:10][CH3:11])=[O:9])[CH2:5][CH2:4][CH2:3]1.[CH3:12][C:13]([O:16][C:17](O[C:17]([O:16][C:13]([CH3:15])([CH3:14])[CH3:12])=[O:18])=[O:18])([CH3:15])[CH3:14]. Given the product [O:1]=[C:2]1[N:7]([C:17]([O:16][C:13]([CH3:15])([CH3:14])[CH3:12])=[O:18])[C@H:6]([C:8]([O:10][CH3:11])=[O:9])[CH2:5][CH2:4][CH2:3]1, predict the reactants needed to synthesize it. (3) Given the product [Br:1][C:2]1[CH:7]=[CH:6][CH:5]=[CH:4][C:3]=1[NH:8][C:12](=[O:13])[CH2:11][C:10](=[O:9])[CH3:17], predict the reactants needed to synthesize it. The reactants are: [Br:1][C:2]1[CH:7]=[CH:6][CH:5]=[CH:4][C:3]=1[NH2:8].[O:9]=[C:10]([CH3:17])[CH2:11][C:12](OCC)=[O:13]. (4) Given the product [NH2:7][C:8]1[N:16]=[C:15]([O:17][CH2:18][CH2:19][CH2:20][CH3:21])[N:14]=[C:13]2[C:9]=1[N:10]=[C:11]([O:44][CH3:45])[N:12]2[CH2:22][CH:23]1[CH2:28][CH2:27][CH2:26][N:25]([CH2:29][C:30]2[CH:39]=[CH:38][C:33]([CH2:34][OH:35])=[CH:32][C:31]=2[N:40]([CH3:42])[CH3:41])[CH2:24]1, predict the reactants needed to synthesize it. The reactants are: [H-].[Al+3].[Li+].[H-].[H-].[H-].[NH2:7][C:8]1[N:16]=[C:15]([O:17][CH2:18][CH2:19][CH2:20][CH3:21])[N:14]=[C:13]2[C:9]=1[N:10]=[C:11]([O:44][CH3:45])[N:12]2[CH2:22][CH:23]1[CH2:28][CH2:27][CH2:26][N:25]([CH2:29][C:30]2[CH:39]=[CH:38][C:33]([C:34](OC)=[O:35])=[CH:32][C:31]=2[N:40]([CH:42]=O)[CH3:41])[CH2:24]1. (5) Given the product [C:1]([C:3]1[CH:8]([C:9]2[CH:10]=[C:11]3[C:15](=[CH:16][CH:17]=2)[NH:14][N:13]=[C:12]3[NH:25][S:26]([CH2:29][CH2:30][C:31]([O:33][CH2:34][CH3:35])=[O:32])(=[O:28])=[O:27])[C:7]([C:36]#[N:37])=[C:6]([CH3:38])[NH:5][C:4]=1[CH3:39])#[N:2], predict the reactants needed to synthesize it. The reactants are: [C:1]([C:3]1[CH:8]([C:9]2[CH:10]=[C:11]3[C:15](=[CH:16][CH:17]=2)[N:14](C(OC(C)(C)C)=O)[N:13]=[C:12]3[NH:25][S:26]([CH2:29][CH2:30][C:31]([O:33][CH2:34][CH3:35])=[O:32])(=[O:28])=[O:27])[C:7]([C:36]#[N:37])=[C:6]([CH3:38])[NH:5][C:4]=1[CH3:39])#[N:2].FC(F)(F)C(O)=O. (6) Given the product [Cl:24][CH2:25][C:26]([O:23][CH2:1][CH2:2][CH2:3][CH2:4][CH2:5][CH2:6][CH2:7][CH2:8][CH2:9][CH2:10][CH2:11][CH2:12]/[CH:13]=[CH:14]\[CH2:15][CH2:16][CH2:17][CH2:18][CH2:19][CH2:20][CH2:21][CH3:22])=[O:27], predict the reactants needed to synthesize it. The reactants are: [CH2:1]([OH:23])[CH2:2][CH2:3][CH2:4][CH2:5][CH2:6][CH2:7][CH2:8][CH2:9][CH2:10][CH2:11][CH2:12]/[CH:13]=[CH:14]\[CH2:15][CH2:16][CH2:17][CH2:18][CH2:19][CH2:20][CH2:21][CH3:22].[Cl:24][CH2:25][C:26](Cl)=[O:27]. (7) Given the product [NH2:8][CH2:9][C:10]1[CH:11]=[C:12]([C:16]2[CH:21]=[C:20]([CH2:22][NH:23][CH:24]([C:29]3[CH:34]=[CH:33][CH:32]=[CH:31][CH:30]=3)[C:25]([F:28])([F:27])[F:26])[CH:19]=[C:18]([CH2:35][O:36][C:37]3[CH:42]=[CH:41][CH:40]=[CH:39][C:38]=3[CH2:43][C:44]([OH:46])=[O:45])[CH:17]=2)[CH:13]=[CH:14][CH:15]=1, predict the reactants needed to synthesize it. The reactants are: C(OC([NH:8][CH2:9][C:10]1[CH:11]=[C:12]([C:16]2[CH:21]=[C:20]([CH2:22][NH:23][CH:24]([C:29]3[CH:34]=[CH:33][CH:32]=[CH:31][CH:30]=3)[C:25]([F:28])([F:27])[F:26])[CH:19]=[C:18]([CH2:35][O:36][C:37]3[CH:42]=[CH:41][CH:40]=[CH:39][C:38]=3[CH2:43][C:44]([OH:46])=[O:45])[CH:17]=2)[CH:13]=[CH:14][CH:15]=1)=O)(C)(C)C.C(O)(C(F)(F)F)=O.